From a dataset of Full USPTO retrosynthesis dataset with 1.9M reactions from patents (1976-2016). Predict the reactants needed to synthesize the given product. Given the product [OH:8][CH2:9][C@@H:10]1[CH:14]([CH:15]([CH3:18])[CH2:16][OH:17])[O:13][C:12](=[O:19])[NH:11]1, predict the reactants needed to synthesize it. The reactants are: C([O:8][CH2:9][C@@H:10]1[CH:14]([CH:15]([CH3:18])[CH2:16][OH:17])[O:13][C:12](=[O:19])[NH:11]1)C1C=CC=CC=1.